From a dataset of Full USPTO retrosynthesis dataset with 1.9M reactions from patents (1976-2016). Predict the reactants needed to synthesize the given product. Given the product [CH3:1][O:2][C:3](=[O:15])[C:4](=[O:14])[CH:5]([Cl:13])[C:6]1[CH:11]=[CH:10][C:9]([Cl:16])=[CH:8][CH:7]=1, predict the reactants needed to synthesize it. The reactants are: [CH3:1][O:2][C:3](=[O:15])[C:4](=[O:14])[CH:5]([Cl:13])[C:6]1[CH:11]=[CH:10][C:9](F)=[CH:8][CH:7]=1.[Cl:16]C1C=CC(C=O)=CC=1.FC1C=CC(C=O)=CC=1.